Dataset: Forward reaction prediction with 1.9M reactions from USPTO patents (1976-2016). Task: Predict the product of the given reaction. (1) Given the reactants [CH3:1][S:2]([C:5]1[CH:38]=[CH:37][C:8]([CH2:9][NH:10][C:11]([C:13]2[C:14](=[O:36])[N:15]([C:26]3[CH:31]=[CH:30][CH:29]=[C:28]([C:32]([F:35])([F:34])[F:33])[CH:27]=3)[C:16]([CH3:25])=[C:17]([C:19]3[O:20][CH:21]=[C:22]([CH3:24])[N:23]=3)[CH:18]=2)=[O:12])=[CH:7][CH:6]=1)(=[O:4])=[O:3].Br[CH:40](C)C(=O)C.C([O-])([O-])=O.[Ca+2].CN1C(=O)CCC1, predict the reaction product. The product is: [CH3:1][S:2]([C:5]1[CH:6]=[CH:7][C:8]([CH2:9][NH:10][C:11]([C:13]2[C:14](=[O:36])[N:15]([C:26]3[CH:31]=[CH:30][CH:29]=[C:28]([C:32]([F:33])([F:34])[F:35])[CH:27]=3)[C:16]([CH3:25])=[C:17]([C:19]3[O:20][C:21]([CH3:40])=[C:22]([CH3:24])[N:23]=3)[CH:18]=2)=[O:12])=[CH:37][CH:38]=1)(=[O:3])=[O:4]. (2) Given the reactants [Br:1][C:2]1[CH:7]=[C:6](I)[C:5]([Br:9])=[CH:4][C:3]=1I.[CH:11]1[CH:16]=[CH:15][CH:14]=[CH:13][CH:12]=1.[CH2:17]=[CH:18][CH2:19][CH2:20][CH2:21][CH2:22][CH2:23][CH2:24]CCCC.O.[CH:30](NC(C)C)(C)[CH3:31], predict the reaction product. The product is: [Br:1][C:2]1[CH:7]=[C:6]([C:17]#[C:18][CH2:19][CH2:20][CH2:21][CH2:22][CH2:23][CH3:24])[C:5]([Br:9])=[CH:4][C:3]=1[C:30]#[C:31][CH2:11][CH2:16][CH2:15][CH2:14][CH2:13][CH3:12]. (3) The product is: [CH3:8][C:5]1[CH:6]=[CH:7][C:2]([CH:12]=[CH:13][C:14]2[CH:19]=[CH:18][CH:17]=[CH:16][CH:15]=2)=[CH:3][C:4]=1[N+:9]([O-:11])=[O:10]. Given the reactants Br[C:2]1[CH:7]=[CH:6][C:5]([CH3:8])=[C:4]([N+:9]([O-:11])=[O:10])[CH:3]=1.[CH2:12]=[CH:13][C:14]1[CH:19]=[CH:18][CH:17]=[CH:16][CH:15]=1.C(N(CC)CC)C, predict the reaction product. (4) Given the reactants [NH2:1][C:2]1[S:3][C:4]2[CH:10]=[C:9]([O:11][C:12]3[CH:13]=[C:14]([NH:19][C:20](=[O:33])[C:21]4[CH:26]=[CH:25][CH:24]=[C:23]([C:27]([C:30]#[N:31])([CH3:29])[CH3:28])[C:22]=4[Cl:32])[CH:15]=[CH:16][C:17]=3[F:18])[CH:8]=[CH:7][C:5]=2[N:6]=1.[C:34](Cl)(=[O:36])[CH3:35].N1C=CC=CC=1.O, predict the reaction product. The product is: [C:34]([NH:1][C:2]1[S:3][C:4]2[CH:10]=[C:9]([O:11][C:12]3[CH:13]=[C:14]([NH:19][C:20](=[O:33])[C:21]4[CH:26]=[CH:25][CH:24]=[C:23]([C:27]([C:30]#[N:31])([CH3:29])[CH3:28])[C:22]=4[Cl:32])[CH:15]=[CH:16][C:17]=3[F:18])[CH:8]=[CH:7][C:5]=2[N:6]=1)(=[O:36])[CH3:35]. (5) The product is: [ClH:1].[CH2:40]([O:14][C:13](=[O:15])[CH2:12][CH2:11][CH2:10][C:6]1[CH:7]=[CH:8][CH:9]=[C:4]([C:2]#[N:3])[C:5]=1[O:16][CH2:17][C@H:18]([OH:34])[CH2:19][NH:20][C:21]([CH3:32])([CH3:33])[CH2:22][CH:23]1[CH2:24][C:25]2[C:30](=[CH:29][CH:28]=[CH:27][CH:26]=2)[CH2:31]1)[CH3:41]. Given the reactants [ClH:1].[C:2]([C:4]1[C:5]([O:16][CH2:17][C@H:18]([OH:34])[CH2:19][NH:20][C:21]([CH3:33])([CH3:32])[CH2:22][CH:23]2[CH2:31][C:30]3[C:25](=[CH:26][CH:27]=[CH:28][CH:29]=3)[CH2:24]2)=[C:6]([CH2:10][CH2:11][CH2:12][C:13]([OH:15])=[O:14])[CH:7]=[CH:8][CH:9]=1)#[N:3].S(=O)(=O)(O)O.[CH2:40](O)[CH3:41], predict the reaction product. (6) Given the reactants [N+:1]([C:4]1[CH:15]=[CH:14][C:7]2[S:8][C:9](C(O)=O)=[CH:10][C:6]=2[CH:5]=1)([O-:3])=[O:2].N1C2C(=CC=CC=2)N=CC=1.Cl, predict the reaction product. The product is: [N+:1]([C:4]1[CH:15]=[CH:14][C:7]2[S:8][CH:9]=[CH:10][C:6]=2[CH:5]=1)([O-:3])=[O:2]. (7) Given the reactants [OH:1][C:2]1[CH:10]=[CH:9][C:5]([C:6]([OH:8])=O)=[CH:4][C:3]=1[O:11][CH3:12].S(Cl)(Cl)=O.[CH:17]1[N:25]2[C:20]([C:21]3([CH2:34][CH2:33][NH:32][CH2:31][CH2:30]3)[O:22][C:23]3[CH:29]=[CH:28][CH:27]=[CH:26][C:24]=32)=[CH:19][CH:18]=1.C(N(CC)CC)C, predict the reaction product. The product is: [OH:1][C:2]1[CH:10]=[CH:9][C:5]([C:6]([N:32]2[CH2:31][CH2:30][C:21]3([O:22][C:23]4[CH:29]=[CH:28][CH:27]=[CH:26][C:24]=4[N:25]4[CH:17]=[CH:18][CH:19]=[C:20]34)[CH2:34][CH2:33]2)=[O:8])=[CH:4][C:3]=1[O:11][CH3:12]. (8) Given the reactants C(C([NH:13][C@H:14]([C:18]([NH:20][CH:21]([CH:30]([OH:43])[CH2:31][O:32][C:33]1[C:38]([F:39])=[C:37]([F:40])[CH:36]=[C:35]([F:41])[C:34]=1[F:42])[CH2:22][C:23]([O:25][C:26]([CH3:29])([CH3:28])[CH3:27])=[O:24])=[O:19])[CH:15]([CH3:17])[CH3:16])=O)(OCC1C=CC=CC=1)=O, predict the reaction product. The product is: [NH2:13][C@H:14]([C:18]([NH:20][CH:21]([CH:30]([OH:43])[CH2:31][O:32][C:33]1[C:34]([F:42])=[C:35]([F:41])[CH:36]=[C:37]([F:40])[C:38]=1[F:39])[CH2:22][C:23]([O:25][C:26]([CH3:28])([CH3:29])[CH3:27])=[O:24])=[O:19])[CH:15]([CH3:17])[CH3:16]. (9) Given the reactants [CH2:1]([NH:8][CH2:9][C:10]([NH:12][C@H:13]([CH2:18][C:19]1[CH:24]=[CH:23][C:22]([CH3:25])=[C:21]([CH3:26])[CH:20]=1)[C:14](OC)=[O:15])=[O:11])[C:2]1[CH:7]=[CH:6][CH:5]=[CH:4][CH:3]=1.C(O)(=O)C.C(OC(C)C)(C)C, predict the reaction product. The product is: [CH2:1]([N:8]1[CH2:9][C:10](=[O:11])[NH:12][C@H:13]([CH2:18][C:19]2[CH:24]=[CH:23][C:22]([CH3:25])=[C:21]([CH3:26])[CH:20]=2)[C:14]1=[O:15])[C:2]1[CH:7]=[CH:6][CH:5]=[CH:4][CH:3]=1.